This data is from Human liver microsome stability data. The task is: Regression/Classification. Given a drug SMILES string, predict its absorption, distribution, metabolism, or excretion properties. Task type varies by dataset: regression for continuous measurements (e.g., permeability, clearance, half-life) or binary classification for categorical outcomes (e.g., BBB penetration, CYP inhibition). Dataset: hlm. (1) The molecule is COCCn1nc(-c2cccs2)c(O)c(C2=NS(=O)(=O)c3cc(NS(C)(=O)=O)ccc3N2)c1=O. The result is 0 (unstable in human liver microsomes). (2) The drug is O=S(=O)(Nc1cccc(CO)c1O)c1ccc(-c2ccc(Br)cc2)cc1. The result is 1 (stable in human liver microsomes).